Dataset: TCR-epitope binding with 47,182 pairs between 192 epitopes and 23,139 TCRs. Task: Binary Classification. Given a T-cell receptor sequence (or CDR3 region) and an epitope sequence, predict whether binding occurs between them. (1) The epitope is FPPTSFGPL. The TCR CDR3 sequence is CASSYGGPVTYEQYF. Result: 1 (the TCR binds to the epitope). (2) The epitope is FLLNKEMYL. The TCR CDR3 sequence is CASSLRAGFGNEQFF. Result: 0 (the TCR does not bind to the epitope). (3) The epitope is EHPTFTSQYRIQGKL. The TCR CDR3 sequence is CASSWGQGYQPQHF. Result: 0 (the TCR does not bind to the epitope). (4) The epitope is RLDKVEAEV. The TCR CDR3 sequence is CARSCDTEAFF. Result: 0 (the TCR does not bind to the epitope).